From a dataset of Full USPTO retrosynthesis dataset with 1.9M reactions from patents (1976-2016). Predict the reactants needed to synthesize the given product. (1) Given the product [Cl:1][C:2]1[CH:7]=[C:6]([S:8]([CH2:11][CH3:12])(=[O:9])=[O:10])[CH:5]=[CH:4][C:3]=1[S:13][C:14]1[CH:15]=[C:16]([CH2:24][C:25]([NH:32][S:29]([CH3:28])(=[O:31])=[O:30])=[O:26])[CH:17]=[C:18]([C:20]([F:21])([F:22])[F:23])[CH:19]=1, predict the reactants needed to synthesize it. The reactants are: [Cl:1][C:2]1[CH:7]=[C:6]([S:8]([CH2:11][CH3:12])(=[O:10])=[O:9])[CH:5]=[CH:4][C:3]=1[S:13][C:14]1[CH:15]=[C:16]([CH2:24][C:25](O)=[O:26])[CH:17]=[C:18]([C:20]([F:23])([F:22])[F:21])[CH:19]=1.[CH3:28][S:29]([NH2:32])(=[O:31])=[O:30]. (2) Given the product [Cl:1][C:2]1[N:7]=[CH:6][N:5]=[C:4]([C:8]([C:14]2[CH:15]=[C:16]3[C:20](=[C:12]([CH3:11])[CH:13]=2)[NH:19][C:18](=[O:21])[CH2:17]3)=[O:9])[CH:3]=1, predict the reactants needed to synthesize it. The reactants are: [Cl:1][C:2]1[N:7]=[CH:6][N:5]=[C:4]([C:8](Cl)=[O:9])[CH:3]=1.[CH3:11][C:12]1[CH:13]=[CH:14][CH:15]=[C:16]2[C:20]=1[NH:19][C:18](=[O:21])[CH2:17]2.[Cl-].[Cl-].[Cl-].[Al+3]. (3) The reactants are: [CH2:1]([O:3][C:4](=[O:22])[C:5]([CH3:21])([O:14][C:15]1[CH:20]=[CH:19][CH:18]=[CH:17][CH:16]=1)[CH2:6][C:7]1[CH:12]=[CH:11][C:10]([OH:13])=[CH:9][CH:8]=1)[CH3:2].[Br:23][CH2:24][CH2:25][CH2:26]Br.C([O-])([O-])=O.[K+].[K+]. Given the product [CH2:1]([O:3][C:4](=[O:22])[C:5]([CH3:21])([O:14][C:15]1[CH:20]=[CH:19][CH:18]=[CH:17][CH:16]=1)[CH2:6][C:7]1[CH:12]=[CH:11][C:10]([O:13][CH2:26][CH2:25][CH2:24][Br:23])=[CH:9][CH:8]=1)[CH3:2], predict the reactants needed to synthesize it.